From a dataset of Catalyst prediction with 721,799 reactions and 888 catalyst types from USPTO. Predict which catalyst facilitates the given reaction. (1) Reactant: [Br:1][C:2]1[CH:13]=[CH:12][C:5]([O:6][CH2:7][CH:8]2[CH2:11][NH:10][CH2:9]2)=[CH:4][CH:3]=1.C(N(CC)CC)C.[C:21](OC(=O)C)(=[O:23])[CH3:22]. Product: [Br:1][C:2]1[CH:3]=[CH:4][C:5]([O:6][CH2:7][CH:8]2[CH2:9][N:10]([C:21](=[O:23])[CH3:22])[CH2:11]2)=[CH:12][CH:13]=1. The catalyst class is: 124. (2) Reactant: C([O:3][C:4](=[O:39])[C:5]1[CH:10]=[CH:9][CH:8]=[C:7]([N:11]([CH2:13][C:14]2[CH:19]=[CH:18][C:17]([O:20][CH2:21][C:22]3[N:23]([C:30]4[C:35]([Cl:36])=[CH:34][CH:33]=[CH:32][C:31]=4[Cl:37])[N:24]=[N:25][C:26]=3[CH:27]([CH3:29])[CH3:28])=[CH:16][C:15]=2[CH3:38])[CH3:12])[CH:6]=1)C.[OH-].[Na+].Cl. Product: [Cl:36][C:35]1[CH:34]=[CH:33][CH:32]=[C:31]([Cl:37])[C:30]=1[N:23]1[C:22]([CH2:21][O:20][C:17]2[CH:18]=[CH:19][C:14]([CH2:13][N:11]([CH3:12])[C:7]3[CH:6]=[C:5]([CH:10]=[CH:9][CH:8]=3)[C:4]([OH:39])=[O:3])=[C:15]([CH3:38])[CH:16]=2)=[C:26]([CH:27]([CH3:29])[CH3:28])[N:25]=[N:24]1. The catalyst class is: 36. (3) Reactant: [Cl:1][C:2]1[CH:47]=[CH:46][C:5]([CH2:6][C@@H:7]([NH:28]C(=O)OCC2C3C=CC=CC=3C3C2=CC=CC=3)[C:8]([N:10]2[CH2:15][CH2:14][C:13]([CH:22]3[CH2:27][CH2:26][CH2:25][CH2:24][CH2:23]3)([CH2:16][N:17]3[CH:21]=[N:20][CH:19]=[N:18]3)[CH2:12][CH2:11]2)=[O:9])=[CH:4][CH:3]=1.N1CCCCC1. Product: [Cl:1][C:2]1[CH:47]=[CH:46][C:5]([CH2:6][C@@H:7]([NH2:28])[C:8]([N:10]2[CH2:15][CH2:14][C:13]([CH:22]3[CH2:27][CH2:26][CH2:25][CH2:24][CH2:23]3)([CH2:16][N:17]3[CH:21]=[N:20][CH:19]=[N:18]3)[CH2:12][CH2:11]2)=[O:9])=[CH:4][CH:3]=1. The catalyst class is: 4.